Dataset: Peptide-MHC class I binding affinity with 185,985 pairs from IEDB/IMGT. Task: Regression. Given a peptide amino acid sequence and an MHC pseudo amino acid sequence, predict their binding affinity value. This is MHC class I binding data. (1) The peptide sequence is STLSTALAEL. The MHC is Patr-B0101 with pseudo-sequence Patr-B0101. The binding affinity (normalized) is 0.160. (2) The peptide sequence is RQFPTAFEA. The MHC is Mamu-B3901 with pseudo-sequence Mamu-B3901. The binding affinity (normalized) is 0.189. (3) The peptide sequence is IVKQGRDAL. The MHC is HLA-B57:01 with pseudo-sequence HLA-B57:01. The binding affinity (normalized) is 0.0847. (4) The peptide sequence is DEHLRGFSK. The MHC is HLA-A24:02 with pseudo-sequence HLA-A24:02. The binding affinity (normalized) is 0.